This data is from Forward reaction prediction with 1.9M reactions from USPTO patents (1976-2016). The task is: Predict the product of the given reaction. (1) Given the reactants Cl.[Cl:2][C:3]1[CH:8]=[CH:7][C:6]([N:9]2[CH2:14][CH2:13][CH:12]([C:15]([OH:17])=O)[CH2:11][CH2:10]2)=[CH:5][C:4]=1[C:18]1[NH:26][C:21]2[CH:22]=[N:23][CH:24]=[CH:25][C:20]=2[N:19]=1.CN(C(ON1N=N[C:37]2[CH:38]=[CH:39][CH:40]=[N:41][C:36]1=2)=[N+](C)C)C.F[P-](F)(F)(F)(F)F.C(N(CC)CC)C.N1CCCCC1, predict the reaction product. The product is: [Cl:2][C:3]1[CH:8]=[CH:7][C:6]([N:9]2[CH2:14][CH2:13][CH:12]([C:15]([N:41]3[CH2:36][CH2:37][CH2:38][CH2:39][CH2:40]3)=[O:17])[CH2:11][CH2:10]2)=[CH:5][C:4]=1[C:18]1[NH:26][C:21]2[CH:22]=[N:23][CH:24]=[CH:25][C:20]=2[N:19]=1. (2) Given the reactants [NH:1]([CH:3]1[CH2:6][N:5]([C:7]([O:9][C:10]([CH3:13])([CH3:12])[CH3:11])=[O:8])[CH2:4]1)[NH2:2].C(O)(=O)C.CN(C)/[CH:20]=[CH:21]/[C:22]([C:24]1[CH:29]=[C:28]([C:30]([F:33])([F:32])[F:31])[CH:27]=[CH:26][C:25]=1[OH:34])=O, predict the reaction product. The product is: [F:31][C:30]([F:32])([F:33])[C:28]1[CH:27]=[CH:26][C:25]([OH:34])=[C:24]([C:22]2[N:1]([CH:3]3[CH2:4][N:5]([C:7]([O:9][C:10]([CH3:13])([CH3:12])[CH3:11])=[O:8])[CH2:6]3)[N:2]=[CH:20][CH:21]=2)[CH:29]=1. (3) The product is: [Br:20][C:19]1[C:12]([NH:11][C:3]2[CH2:7][N:6]([CH2:8][CH3:9])[C:5](=[O:10])[CH:4]=2)=[C:13]([CH:16]=[CH:17][C:18]=1[F:21])[C:14]#[N:15]. Given the reactants CO[C:3]1[CH2:7][N:6]([CH2:8][CH3:9])[C:5](=[O:10])[CH:4]=1.[NH2:11][C:12]1[C:19]([Br:20])=[C:18]([F:21])[CH:17]=[CH:16][C:13]=1[C:14]#[N:15], predict the reaction product.